Dataset: Full USPTO retrosynthesis dataset with 1.9M reactions from patents (1976-2016). Task: Predict the reactants needed to synthesize the given product. (1) Given the product [F:12][C:11]([F:14])([F:13])[CH2:10][CH2:9][CH:8]([NH:15][C:16]1[CH:25]=[CH:24][C:19]([C:20]([O:22][CH3:23])=[O:21])=[CH:18][CH:17]=1)[C:5]1[CH:6]=[CH:7][C:2]([B:30]2[O:31][C:32]([CH3:34])([CH3:33])[C:28]([CH3:44])([CH3:27])[O:29]2)=[CH:3][C:4]=1[CH3:26], predict the reactants needed to synthesize it. The reactants are: Br[C:2]1[CH:7]=[CH:6][C:5]([CH:8]([NH:15][C:16]2[CH:25]=[CH:24][C:19]([C:20]([O:22][CH3:23])=[O:21])=[CH:18][CH:17]=2)[CH2:9][CH2:10][C:11]([F:14])([F:13])[F:12])=[C:4]([CH3:26])[CH:3]=1.[CH3:27][C:28]1([CH3:44])[C:32]([CH3:34])([CH3:33])[O:31][B:30]([B:30]2[O:31][C:32]([CH3:34])([CH3:33])[C:28]([CH3:44])([CH3:27])[O:29]2)[O:29]1.C([O-])(=O)C.[K+].CS(C)=O. (2) Given the product [Br:1][C:2]1[CH:9]=[C:8]([O:17][C:11]2[CH:16]=[CH:15][CH:14]=[CH:13][CH:12]=2)[CH:7]=[CH:6][C:3]=1[CH:4]=[O:5], predict the reactants needed to synthesize it. The reactants are: [Br:1][C:2]1[CH:9]=[C:8](F)[CH:7]=[CH:6][C:3]=1[CH:4]=[O:5].[C:11]1([OH:17])[CH:16]=[CH:15][CH:14]=[CH:13][CH:12]=1.CN(C)C=O.C(=O)([O-])[O-].[K+].[K+]. (3) The reactants are: [NH2:1][CH:2]([C:13]1[CH:14]=[N:15][N:16]2[CH2:21][CH2:20][CH2:19][NH:18][C:17]=12)[CH2:3][CH2:4][NH:5][C:6](=[O:12])[O:7][C:8]([CH3:11])([CH3:10])[CH3:9].FC(F)(F)S(N=[C:28]([NH:37][C:38](=[O:44])[O:39][C:40]([CH3:43])([CH3:42])[CH3:41])[NH:29][C:30](=[O:36])[O:31][C:32]([CH3:35])([CH3:34])[CH3:33])(=O)=O.C(OCC)(=O)C. Given the product [C:40]([O:39][C:38]([N:37]=[C:28]([NH:29][C:30]([O:31][C:32]([CH3:35])([CH3:34])[CH3:33])=[O:36])[NH:1][CH:2]([C:13]1[CH:14]=[N:15][N:16]2[CH2:21][CH2:20][CH2:19][NH:18][C:17]=12)[CH2:3][CH2:4][NH:5][C:6](=[O:12])[O:7][C:8]([CH3:11])([CH3:10])[CH3:9])=[O:44])([CH3:43])([CH3:42])[CH3:41], predict the reactants needed to synthesize it. (4) Given the product [F:26][C:16]1[CH:15]=[C:14]([N:13]2[CH2:27][CH:28]([CH2:29][NH:8][C:6](=[O:7])[CH3:5])[O:30][C:9]2=[O:11])[CH:19]=[CH:18][C:17]=1[N:20]1[CH2:25][CH2:24][O:23][CH2:22][CH2:21]1, predict the reactants needed to synthesize it. The reactants are: C([CH2:5][C:6]([NH2:8])=[O:7])C1OC1.[C:9]([NH:13][C:14]1[CH:19]=[CH:18][C:17]([N:20]2[CH2:25][CH2:24][O:23][CH2:22][CH2:21]2)=[C:16]([F:26])[CH:15]=1)([O:11]C)=O.[CH3:27][C:28](C)([O-:30])[CH3:29].[Li+]. (5) Given the product [O:18]1[CH2:23][CH2:22][CH:21]([CH2:24][NH:25][C:15]([C:12]2[CH:11]=[C:10]([CH2:9][CH2:8][CH2:7][C:1]3[CH:2]=[CH:3][CH:4]=[CH:5][CH:6]=3)[O:14][N:13]=2)=[O:17])[CH2:20][CH2:19]1, predict the reactants needed to synthesize it. The reactants are: [C:1]1([CH2:7][CH2:8][CH2:9][C:10]2[O:14][N:13]=[C:12]([C:15]([OH:17])=O)[CH:11]=2)[CH:6]=[CH:5][CH:4]=[CH:3][CH:2]=1.[O:18]1[CH2:23][CH2:22][CH:21]([CH2:24][NH2:25])[CH2:20][CH2:19]1.C(N(CC)CC)C.ON1C2C=CC=CC=2N=N1.Cl.C(N=C=NCCCN(C)C)C. (6) The reactants are: [NH2:1][C:2]1[CH:3]=[CH:4][C:5]2[O:10][C@@:9]([CH:12]([O:15][CH3:16])[O:13][CH3:14])([CH3:11])[C@H:8]([OH:17])[C@@H:7]([N:18]3[C:22]4[CH:23]=[CH:24][CH:25]=[CH:26][C:21]=4[NH:20][C:19]3=[N:27][C:28]#[N:29])[C:6]=2[CH:30]=1.[C:31](OC(=O)C)(=[O:33])[CH3:32].C(N([CH2:43][CH3:44])CC)C.C([O-])(O)=[O:46].[Na+]. Given the product [NH:1]([C:2]1[CH:3]=[CH:4][C:5]2[O:10][C@@:9]([CH:12]([O:15][CH3:16])[O:13][CH3:14])([CH3:11])[C@H:8]([O:17][C:43](=[O:46])[CH3:44])[C@@H:7]([N:18]3[C:22]4[CH:23]=[CH:24][CH:25]=[CH:26][C:21]=4[NH:20][C:19]3=[N:27][C:28]#[N:29])[C:6]=2[CH:30]=1)[C:31]([CH3:32])=[O:33], predict the reactants needed to synthesize it.